This data is from Reaction yield outcomes from USPTO patents with 853,638 reactions. The task is: Predict the reaction yield, written as a fraction of the theoretical maximum amount of product (1.0 means a 100% yield; for example, 0.34 means a 34% yield). (1) The reactants are [OH:1][C@H:2]([C:23]1[CH:28]=[CH:27][CH:26]=[CH:25][CH:24]=1)[CH2:3][CH2:4][N:5]1[CH2:10][CH2:9][CH:8]([C:11]2[CH:12]=[C:13]([NH:17][C:18](=[O:22])[CH:19]([CH3:21])[CH3:20])[CH:14]=[CH:15][CH:16]=2)[CH2:7][CH2:6]1.[N+:29]([C:32]1[CH:37]=[CH:36][CH:35]=[CH:34][C:33]=1O)([O-:31])=[O:30].C1(P(C2C=CC=CC=2)C2C=CC=CC=2)C=CC=CC=1.N(C(OCC)=O)=NC(OCC)=O.N. The catalyst is C1COCC1.C(Cl)(Cl)Cl. The product is [CH3:20][CH:19]([CH3:21])[C:18]([NH:17][C:13]1[CH:14]=[CH:15][CH:16]=[C:11]([CH:8]2[CH2:9][CH2:10][N:5]([CH2:4][CH2:3][C@@H:2]([O:1][C:33]3[CH:34]=[CH:35][CH:36]=[CH:37][C:32]=3[N+:29]([O-:31])=[O:30])[C:23]3[CH:24]=[CH:25][CH:26]=[CH:27][CH:28]=3)[CH2:6][CH2:7]2)[CH:12]=1)=[O:22]. The yield is 0.345. (2) The reactants are [CH2:1]([C:3]1[CH:8]=[C:7]([OH:9])[CH:6]=[C:5]([CH2:10][CH3:11])[C:4]=1[C:12]1[CH:17]=[CH:16][CH:15]=[C:14]([CH:18]=[O:19])[CH:13]=1)[CH3:2].CC1C=CC(S(O[CH2:31][CH2:32][CH2:33][S:34]([CH3:37])(=[O:36])=[O:35])(=O)=O)=CC=1.C(=O)([O-])[O-].[K+].[K+].O. The catalyst is CN(C)C=O. The product is [CH2:10]([C:5]1[CH:6]=[C:7]([O:9][CH2:31][CH2:32][CH2:33][S:34]([CH3:37])(=[O:36])=[O:35])[CH:8]=[C:3]([CH2:1][CH3:2])[C:4]=1[C:12]1[CH:17]=[CH:16][CH:15]=[C:14]([CH:18]=[O:19])[CH:13]=1)[CH3:11]. The yield is 0.800. (3) The reactants are [F:1][C:2]1[CH:3]=[C:4]([C:29]2[C:30]([C:35]#[N:36])=[CH:31][CH:32]=[CH:33][CH:34]=2)[CH:5]=[CH:6][C:7]=1[CH2:8][C:9]1[C:10](=[O:28])[N:11]([C@H:21]2[CH2:26][CH2:25][C@H:24]([OH:27])[CH2:23][CH2:22]2)[C:12]2[N:13]([N:18]=[CH:19][N:20]=2)[C:14]=1[CH2:15][CH2:16][CH3:17].[N+](=[C:39]([CH2:45][CH:46]=[CH2:47])[C:40]([O:42][CH2:43][CH3:44])=[O:41])=[N-]. The catalyst is C1(C)C=CC=CC=1.C([O-])(=O)C.[Rh+2].C([O-])(=O)C. The product is [C:35]([C:30]1[CH:31]=[CH:32][CH:33]=[CH:34][C:29]=1[C:4]1[CH:5]=[CH:6][C:7]([CH2:8][C:9]2[C:10](=[O:28])[N:11]([C@H:21]3[CH2:26][CH2:25][C@H:24]([O:27][CH:39]([CH2:45][CH:46]=[CH2:47])[C:40]([O:42][CH2:43][CH3:44])=[O:41])[CH2:23][CH2:22]3)[C:12]3[N:13]([N:18]=[CH:19][N:20]=3)[C:14]=2[CH2:15][CH2:16][CH3:17])=[C:2]([F:1])[CH:3]=1)#[N:36]. The yield is 0.320.